From a dataset of NCI-60 drug combinations with 297,098 pairs across 59 cell lines. Regression. Given two drug SMILES strings and cell line genomic features, predict the synergy score measuring deviation from expected non-interaction effect. Synergy scores: CSS=11.8, Synergy_ZIP=1.24, Synergy_Bliss=4.54, Synergy_Loewe=-4.09, Synergy_HSA=2.14. Drug 2: C1CC(=O)NC(=O)C1N2C(=O)C3=CC=CC=C3C2=O. Cell line: SF-295. Drug 1: C1=CN(C(=O)N=C1N)C2C(C(C(O2)CO)O)O.Cl.